From a dataset of Reaction yield outcomes from USPTO patents with 853,638 reactions. Predict the reaction yield, written as a fraction of the theoretical maximum amount of product (1.0 means a 100% yield; for example, 0.34 means a 34% yield). (1) The reactants are [OH-].[Na+].[CH2:3]([O:10][C:11]1[CH:16]=[CH:15][C:14]([C@@H:17]2[CH2:19][C@H:18]2[C:20]([O:22]CC)=[O:21])=[CH:13][CH:12]=1)[C:4]1[CH:9]=[CH:8][CH:7]=[CH:6][CH:5]=1. The catalyst is CO. The product is [CH2:3]([O:10][C:11]1[CH:12]=[CH:13][C:14]([C@@H:17]2[CH2:19][C@H:18]2[C:20]([OH:22])=[O:21])=[CH:15][CH:16]=1)[C:4]1[CH:5]=[CH:6][CH:7]=[CH:8][CH:9]=1. The yield is 0.840. (2) The reactants are [H-].[Na+].[Cl:3][C:4]1[NH:5][C:6]2[CH:12]=[CH:11][CH:10]=[CH:9][C:7]=2[N:8]=1.[Cl:13][C:14]1[CH:21]=[CH:20][C:17]([CH2:18]Br)=[CH:16][CH:15]=1.[NH4+].[Cl-]. The catalyst is CN(C=O)C. The product is [Cl:13][C:14]1[CH:21]=[CH:20][C:17]([CH2:18][N:5]2[C:6]3[CH:12]=[CH:11][CH:10]=[CH:9][C:7]=3[N:8]=[C:4]2[Cl:3])=[CH:16][CH:15]=1. The yield is 0.820. (3) The reactants are [O:1]1[C:5]2[CH:6]=[CH:7][CH:8]=[CH:9][C:4]=2[N:3]=[CH:2]1.Br[C:11]1[CH:16]=[CH:15][CH:14]=[CH:13][CH:12]=1.CC([O-])(C)C.[K+].CN(C=O)C. The catalyst is [Cu]I.C(OCC)(=O)C. The product is [C:11]1([C:2]2[O:1][C:5]3[CH:6]=[CH:7][CH:8]=[CH:9][C:4]=3[N:3]=2)[CH:16]=[CH:15][CH:14]=[CH:13][CH:12]=1. The yield is 0.510. (4) The reactants are [CH2:1]([C:13]1[CH:19]=[CH:18][C:16]([NH2:17])=CC=1)[CH2:2][CH2:3]CCCCCCCCC.[NH:20]1[CH:24]=[CH:23][N:22]=[CH:21]1.C([N:27](CC)CC)C.C(Cl)(=O)C=C. The catalyst is C1COCC1. The product is [CH2:13]1[CH2:1][CH2:2][CH2:3][N:17]([CH2:24][CH2:23][N:22]=[C:21]([NH2:27])[NH2:20])[CH2:16][CH2:18][CH2:19]1. The yield is 0.950. (5) The reactants are [NH:1]([C:3](=[O:9])[C:4]([O:6][CH2:7][CH3:8])=[O:5])[NH2:2].CCOC1N(C(OCC)=O)C2C(=CC=CC=2)C=C1.[C:28]([O:32][C:33]([NH:35][CH2:36][C:37](O)=[O:38])=[O:34])([CH3:31])([CH3:30])[CH3:29]. The catalyst is ClCCl. The product is [C:28]([O:32][C:33]([NH:35][CH2:36][C:37]([NH:2][NH:1][C:3](=[O:9])[C:4]([O:6][CH2:7][CH3:8])=[O:5])=[O:38])=[O:34])([CH3:31])([CH3:30])[CH3:29]. The yield is 0.850. (6) The catalyst is CN(C=O)C.O. The product is [OH:1][CH2:2][C@H:3]1[CH2:7][CH2:6][CH2:5][C@H:4]1[NH:8][C:9]1[C:14]([C:15]([NH2:21])=[O:16])=[CH:13][N:12]=[C:11]([S:18][CH3:19])[N:10]=1. The reactants are [OH:1][CH2:2][C@H:3]1[CH2:7][CH2:6][CH2:5][C@H:4]1[NH:8][C:9]1[C:14]([C:15](O)=[O:16])=[CH:13][N:12]=[C:11]([S:18][CH3:19])[N:10]=1.C[N:21](C(ON1N=NC2C=CC=NC1=2)=[N+](C)C)C.F[P-](F)(F)(F)(F)F.[Cl-].[NH4+].CCN(C(C)C)C(C)C. The yield is 0.810. (7) The reactants are [CH3:1][O:2][C:3]1[C:34]([O:35][CH3:36])=[CH:33][CH:32]=[CH:31][C:4]=1[CH2:5][N:6]([CH2:27][CH2:28][CH2:29][CH3:30])[C:7](=[O:26])[CH2:8][O:9][C:10]1[CH:15]=[CH:14][C:13]([CH2:16][C@H:17]([O:23][CH2:24][CH3:25])[C:18]([O:20]CC)=[O:19])=[CH:12][CH:11]=1.[Li+].[OH-].Cl. The catalyst is C(#N)C. The product is [CH2:27]([N:6]([CH2:5][C:4]1[CH:31]=[CH:32][CH:33]=[C:34]([O:35][CH3:36])[C:3]=1[O:2][CH3:1])[C:7](=[O:26])[CH2:8][O:9][C:10]1[CH:11]=[CH:12][C:13]([CH2:16][C@H:17]([O:23][CH2:24][CH3:25])[C:18]([OH:20])=[O:19])=[CH:14][CH:15]=1)[CH2:28][CH2:29][CH3:30]. The yield is 0.980.